From a dataset of Retrosynthesis with 50K atom-mapped reactions and 10 reaction types from USPTO. Predict the reactants needed to synthesize the given product. (1) Given the product COc1cc(Br)c(F)cc1-n1c(=O)cnc2cc(S(=O)(=O)Nc3ccon3)ccc21, predict the reactants needed to synthesize it. The reactants are: COc1cc(Br)c(F)cc1-n1c(=O)cnc2cc(S(=O)(=O)Cl)ccc21.Nc1ccon1. (2) Given the product CC(C)Oc1ccc(-n2c(C(=O)O)c(Cl)c3cc(Oc4ccc(C(F)(F)F)cc4)ccc32)cc1, predict the reactants needed to synthesize it. The reactants are: CCOC(=O)c1c(Cl)c2cc(Oc3ccc(C(F)(F)F)cc3)ccc2n1-c1ccc(OC(C)C)cc1. (3) Given the product CC1Cc2cc(CC=O)ccc2C(=O)O1, predict the reactants needed to synthesize it. The reactants are: CC1Cc2cc(CC3OCCO3)ccc2C(=O)O1. (4) Given the product CC1(C)O[C@@H](COCc2ccccc2)[C@H](COS(C)(=O)=O)O1, predict the reactants needed to synthesize it. The reactants are: CC1(C)O[C@@H](CO)[C@H](COCc2ccccc2)O1.CS(=O)(=O)Cl. (5) The reactants are: COc1nc(C)c(N2CCCn3c2nc2c(Cl)ccc(CO)c23)c(C)n1. Given the product COc1nc(C)c(N2CCCn3c2nc2c(Cl)ccc(C=O)c23)c(C)n1, predict the reactants needed to synthesize it. (6) Given the product COc1ccc2[nH]cc(C3CCNCC3)c2c1, predict the reactants needed to synthesize it. The reactants are: COc1ccc2[nH]cc(C3CCN(C(C)=O)CC3)c2c1. (7) Given the product CCCNC(=O)c1ccc(N(C)C(CN2CCC(OC(=O)c3ccccc3)C2)c2ccccc2)cc1, predict the reactants needed to synthesize it. The reactants are: C=O.CCCNC(=O)c1ccc(NC(CN2CCC(OC(=O)c3ccccc3)C2)c2ccccc2)cc1. (8) Given the product CCCC(=O)NCc1cc(NC(=O)c2c(C(F)(F)F)c(C(F)(F)C(F)(F)F)nn2C)ccc1Cl, predict the reactants needed to synthesize it. The reactants are: CCCC(=O)Cl.Cn1nc(C(F)(F)C(F)(F)F)c(C(F)(F)F)c1C(=O)Nc1ccc(Cl)c(C[NH3+])c1.